Regression/Classification. Given a drug SMILES string, predict its absorption, distribution, metabolism, or excretion properties. Task type varies by dataset: regression for continuous measurements (e.g., permeability, clearance, half-life) or binary classification for categorical outcomes (e.g., BBB penetration, CYP inhibition). Dataset: cyp1a2_veith. From a dataset of CYP1A2 inhibition data for predicting drug metabolism from PubChem BioAssay. (1) The molecule is Cc1cccc(NC(=O)C2(c3ccc([N+](=O)[O-])cc3)CCCC2)c1. The result is 1 (inhibitor). (2) The compound is CCOCCCN1C(=O)CN(C2CCCCC2)C(=O)C1c1ccc(OCC)c(OC)c1. The result is 0 (non-inhibitor).